This data is from Catalyst prediction with 721,799 reactions and 888 catalyst types from USPTO. The task is: Predict which catalyst facilitates the given reaction. (1) Reactant: [H-].[Na+].[CH2:3]([CH:7]([C:12]([O:14][CH3:15])=[O:13])[C:8]([O:10][CH3:11])=[O:9])[CH:4]([CH3:6])[CH3:5].Cl[CH2:17][N:18]1[C:22](=[O:23])[C:21]2=[CH:24][CH:25]=[CH:26][CH:27]=[C:20]2[C:19]1=[O:28].Cl. Product: [O:28]=[C:19]1[C:20]2[C:21](=[CH:24][CH:25]=[CH:26][CH:27]=2)[C:22](=[O:23])[N:18]1[CH2:17][C:7]([CH2:3][CH:4]([CH3:6])[CH3:5])([C:12]([O:14][CH3:15])=[O:13])[C:8]([O:10][CH3:11])=[O:9]. The catalyst class is: 28. (2) Reactant: [CH3:1][C@H:2]1[CH2:7][O:6][CH2:5][CH2:4][N:3]1[C:8]1[N:16]=[C:15]([C:17]2[CH:18]=[N:19][C:20]([NH:23]C(=O)OC(C)(C)C)=[N:21][CH:22]=2)[N:14]=[C:13]2[C:9]=1[N:10]=[C:11]([N:36]1[CH2:41][CH2:40][N:39]([S:42]([CH3:45])(=[O:44])=[O:43])[CH2:38][CH2:37]1)[N:12]2[CH2:31][C:32]([F:35])([F:34])[F:33].FC(F)(F)C(O)=O. Product: [CH3:1][C@H:2]1[CH2:7][O:6][CH2:5][CH2:4][N:3]1[C:8]1[N:16]=[C:15]([C:17]2[CH:18]=[N:19][C:20]([NH2:23])=[N:21][CH:22]=2)[N:14]=[C:13]2[C:9]=1[N:10]=[C:11]([N:36]1[CH2:37][CH2:38][N:39]([S:42]([CH3:45])(=[O:44])=[O:43])[CH2:40][CH2:41]1)[N:12]2[CH2:31][C:32]([F:34])([F:33])[F:35]. The catalyst class is: 2. (3) Reactant: C(N(C(C)C)CC)(C)C.[CH2:10]([S:17]([CH2:20][CH:21]([CH2:25][O:26][CH:27]1[CH2:32][CH2:31][O:30][CH2:29][CH2:28]1)[C:22]([OH:24])=O)(=[O:19])=[O:18])[C:11]1[CH:16]=[CH:15][CH:14]=[CH:13][CH:12]=1.[NH2:33][CH:34]([CH2:46][CH2:47][CH3:48])[CH:35]([C:37]1[O:38][C:39]2[CH:45]=[CH:44][CH:43]=[CH:42][C:40]=2[N:41]=1)[OH:36].CN(C(ON1N=NC2C=CC=NC1=2)=[N+](C)C)C.F[P-](F)(F)(F)(F)F. Product: [O:38]1[C:39]2[CH:45]=[CH:44][CH:43]=[CH:42][C:40]=2[N:41]=[C:37]1[CH:35]([OH:36])[C@@H:34]([NH:33][C:22](=[O:24])[CH:21]([CH2:20][S:17]([CH2:10][C:11]1[CH:12]=[CH:13][CH:14]=[CH:15][CH:16]=1)(=[O:18])=[O:19])[CH2:25][O:26][CH:27]1[CH2:32][CH2:31][O:30][CH2:29][CH2:28]1)[CH2:46][CH2:47][CH3:48]. The catalyst class is: 3. (4) Reactant: [CH3:1][O:2][C:3](=[O:47])[CH2:4][S:5][CH2:6][CH2:7][CH2:8][S:9][C@@H:10]1[CH:14](/[CH:15]=[CH:16]/[CH:17]([O:30][Si:31]([C:34]([CH3:37])([CH3:36])[CH3:35])([CH3:33])[CH3:32])[CH2:18][CH2:19][C:20]2[S:24][C:23]3[CH:25]=[CH:26][CH:27]=[CH:28][C:22]=3[C:21]=2[Cl:29])[C@H:13](O)[CH:12]=[C:11]1[O:39][Si](C(C)(C)C)(C)C. Product: [CH3:1][O:2][C:3](=[O:47])[CH2:4][S:5][CH2:6][CH2:7][CH2:8][S:9][C@H:10]1[C:11](=[O:39])[CH:12]=[CH:13][CH:14]1/[CH:15]=[CH:16]/[CH:17]([O:30][Si:31]([C:34]([CH3:36])([CH3:35])[CH3:37])([CH3:32])[CH3:33])[CH2:18][CH2:19][C:20]1[S:24][C:23]2[CH:25]=[CH:26][CH:27]=[CH:28][C:22]=2[C:21]=1[Cl:29]. The catalyst class is: 4. (5) Reactant: C(=O)([O-])[O-].[K+].[K+].[CH3:7][O:8][C:9](=[O:34])[CH:10]([NH:19][C:20]1[CH:25]=[CH:24][CH:23]=[CH:22][C:21]=1[C:26](=[O:33])[C:27]1[CH:32]=[CH:31][CH:30]=[CH:29][CH:28]=1)[CH2:11][C:12]1[CH:17]=[CH:16][C:15]([OH:18])=[CH:14][CH:13]=1.[Br:35][CH2:36][CH2:37]Br. Product: [CH3:7][O:8][C:9](=[O:34])[CH:10]([NH:19][C:20]1[CH:25]=[CH:24][CH:23]=[CH:22][C:21]=1[C:26](=[O:33])[C:27]1[CH:32]=[CH:31][CH:30]=[CH:29][CH:28]=1)[CH2:11][C:12]1[CH:13]=[CH:14][C:15]([O:18][CH2:37][CH2:36][Br:35])=[CH:16][CH:17]=1. The catalyst class is: 10.